This data is from NCI-60 drug combinations with 297,098 pairs across 59 cell lines. The task is: Regression. Given two drug SMILES strings and cell line genomic features, predict the synergy score measuring deviation from expected non-interaction effect. (1) Drug 1: CN(C)C1=NC(=NC(=N1)N(C)C)N(C)C. Drug 2: CC(C)CN1C=NC2=C1C3=CC=CC=C3N=C2N. Cell line: UACC-257. Synergy scores: CSS=-5.33, Synergy_ZIP=2.69, Synergy_Bliss=0.489, Synergy_Loewe=-3.80, Synergy_HSA=-4.63. (2) Drug 1: CC(CN1CC(=O)NC(=O)C1)N2CC(=O)NC(=O)C2. Drug 2: CC1C(C(=O)NC(C(=O)N2CCCC2C(=O)N(CC(=O)N(C(C(=O)O1)C(C)C)C)C)C(C)C)NC(=O)C3=C4C(=C(C=C3)C)OC5=C(C(=O)C(=C(C5=N4)C(=O)NC6C(OC(=O)C(N(C(=O)CN(C(=O)C7CCCN7C(=O)C(NC6=O)C(C)C)C)C)C(C)C)C)N)C. Cell line: SW-620. Synergy scores: CSS=46.7, Synergy_ZIP=11.8, Synergy_Bliss=12.9, Synergy_Loewe=12.6, Synergy_HSA=12.6.